This data is from Full USPTO retrosynthesis dataset with 1.9M reactions from patents (1976-2016). The task is: Predict the reactants needed to synthesize the given product. (1) Given the product [CH2:9]([O:12][C:2]1[C:11]2[C:6](=[CH:7][C:8]([O:15][CH2:14][CH3:13])=[C:9]([O:12][CH2:13][CH2:14][O:15][CH3:16])[CH:10]=2)[CH:5]=[C:4]([NH:18][C:19]2[CH:23]=[C:22]([CH3:24])[NH:21][N:20]=2)[N:3]=1)[CH3:8], predict the reactants needed to synthesize it. The reactants are: Cl[C:2]1[C:11]2[C:6](=[CH:7][C:8](F)=[C:9]([O:12][CH2:13][CH2:14][O:15][CH3:16])[CH:10]=2)[CH:5]=[C:4]([NH:18][C:19]2[CH:23]=[C:22]([CH3:24])[NH:21][N:20]=2)[N:3]=1. (2) Given the product [Cl:1][C:2]1[CH:7]=[CH:6][C:5](/[C:8](=[CH:20]/[C:16]2[N:15]([CH2:14][O:13][CH2:11][CH3:12])[CH:19]=[CH:18][CH:17]=2)/[C:9]#[N:10])=[CH:4][CH:3]=1, predict the reactants needed to synthesize it. The reactants are: [Cl:1][C:2]1[CH:7]=[CH:6][C:5]([CH2:8][C:9]#[N:10])=[CH:4][CH:3]=1.[CH2:11]([O:13][CH2:14][N:15]1[CH:19]=[CH:18][CH:17]=[C:16]1[CH:20]=O)[CH3:12].C1OCCOCCOCCOCCOCCOC1.[OH-].[K+]. (3) Given the product [F:1][C:2]1[CH:10]=[CH:9][C:8]([N+:11]([O-:13])=[O:12])=[CH:7][C:3]=1[C:4]([NH:24][CH2:23][C:21]1[CH:20]=[CH:19][C:18]2[O:14][CH2:15][O:16][C:17]=2[CH:22]=1)=[O:6], predict the reactants needed to synthesize it. The reactants are: [F:1][C:2]1[CH:10]=[CH:9][C:8]([N+:11]([O-:13])=[O:12])=[CH:7][C:3]=1[C:4]([OH:6])=O.[O:14]1[C:18]2[CH:19]=[CH:20][C:21]([CH2:23][NH2:24])=[CH:22][C:17]=2[O:16][CH2:15]1.Cl.CN(C)CCCN=C=NCC.ON1C2C=CC=CC=2N=N1. (4) Given the product [N:1]1[C:10]2[C:5](=[CH:6][CH:7]=[CH:8][CH:9]=2)[C:4]([NH:11][C:12]2[CH:13]=[C:14]([NH:26][C:29](=[O:42])[CH2:35][CH2:34][CH2:33][CH2:31][CH3:30])[CH:15]=[CH:16][CH:17]=2)=[CH:3][CH:2]=1, predict the reactants needed to synthesize it. The reactants are: [N:1]1[C:10]2[C:5](=[CH:6][CH:7]=[CH:8][CH:9]=2)[C:4]([NH:11][C:12]2[CH:17]=[CH:16][C:15](NC(=O)CCCCC)=[CH:14][CH:13]=2)=[CH:3][CH:2]=1.[N+:26]([C:29]1[CH:30]=[C:31]([CH:33]=[CH:34][CH:35]=1)N)([O-])=O.C(Cl)(=[O:42])CCCCC.ClC1C2C(=CC=CC=2)N=CC=1.